Dataset: Reaction yield outcomes from USPTO patents with 853,638 reactions. Task: Predict the reaction yield, written as a fraction of the theoretical maximum amount of product (1.0 means a 100% yield; for example, 0.34 means a 34% yield). (1) The reactants are [C:1]([C:5]1[NH:6][C:7]2[C:12]([CH:13]=1)=[CH:11][C:10]([N+:14]([O-])=O)=[CH:9][C:8]=2[C:17]([O-:19])=[O:18])([CH3:4])([CH3:3])[CH3:2].[CH3:20]O. The catalyst is [Ni]. The product is [NH2:14][C:10]1[CH:11]=[C:12]2[C:7](=[C:8]([C:17]([O:19][CH3:20])=[O:18])[CH:9]=1)[NH:6][C:5]([C:1]([CH3:4])([CH3:3])[CH3:2])=[CH:13]2. The yield is 0.680. (2) The reactants are CN(C=O)C.CS(C)=O.[S:10](Cl)([C:13]1[CH:19]=[CH:18][C:16]([CH3:17])=[CH:15][CH:14]=1)(=[O:12])=[O:11].[CH3:21][O:22][C:23](=[O:38])[C@H:24]([CH2:36][OH:37])[NH:25][C:26]([O:28][CH2:29][C:30]1[CH:35]=[CH:34][CH:33]=[CH:32][CH:31]=1)=[O:27].C(N(CC)CC)C. The catalyst is CN(C=O)C. The product is [CH2:29]([O:28][C:26]([NH:25]/[C:24](=[CH:36]\[O:37][S:10]([C:13]1[CH:19]=[CH:18][C:16]([CH3:17])=[CH:15][CH:14]=1)(=[O:12])=[O:11])/[C:23]([O:22][CH3:21])=[O:38])=[O:27])[C:30]1[CH:35]=[CH:34][CH:33]=[CH:32][CH:31]=1. The yield is 0.940. (3) The reactants are [CH3:1][N:2]([CH3:12])[CH:3]=[N:4][C:5]1[N:9]=[C:8](SC)[S:7][N:6]=1.[F:13][C:14]1[CH:15]=[C:16](B(O)O)[CH:17]=[CH:18][C:19]=1[F:20].C1COCC1. The catalyst is C(OCC)(=O)C.C([O-])(=O)C.[Zn+2].C([O-])(=O)C.C(P(C(C)(C)C)C(C)(C)C)(C)(C)C.C(P(C(C)(C)C)C(C)(C)C)(C)(C)C.[Pd]. The product is [F:13][C:14]1[CH:15]=[C:16]([C:8]2[S:7][N:6]=[C:5]([N:4]=[CH:3][N:2]([CH3:12])[CH3:1])[N:9]=2)[CH:17]=[CH:18][C:19]=1[F:20]. The yield is 0.360. (4) The reactants are C(N(CC)CC)C.[CH3:8][NH:9][C:10]([C@@H:12]1[C@@H:16]([N:17]=[N+:18]=[N-:19])[C@@H:15]([O:20]C(=O)C)[C@H:14]([N:24]2[CH:32]=[N:31][C:30]3[C:25]2=[N:26][CH:27]=[N:28][C:29]=3[Cl:33])[O:13]1)=[O:11]. The catalyst is CO. The product is [CH3:8][NH:9][C:10]([C@@H:12]1[C@@H:16]([N:17]=[N+:18]=[N-:19])[C@@H:15]([OH:20])[C@H:14]([N:24]2[CH:32]=[N:31][C:30]3[C:25]2=[N:26][CH:27]=[N:28][C:29]=3[Cl:33])[O:13]1)=[O:11]. The yield is 0.770. (5) The reactants are [C:1]1([CH:7]2[CH2:9][O:8]2)[CH:6]=[CH:5][CH:4]=[CH:3][CH:2]=1.[O:10](S(C(F)(F)F)(=O)=O)[Li].[F:19][C:20]1[CH:25]=[C:24]([O:26][C:27]([F:32])([F:31])[CH:28]([F:30])[F:29])[CH:23]=[C:22]([C@@:33]([C:43]2[CH:48]=[CH:47][C:46]([F:49])=[CH:45][CH:44]=2)([N+:41]#[C-:42])[CH2:34][C:35]2[CH:40]=[CH:39][CH:38]=[CH:37][CH:36]=2)[CH:21]=1.[C:50](O)(=[O:52])[CH3:51]. The catalyst is C1COCC1.CCOC(C)=O. The product is [C:50]([O:8][CH:7]([C:1]1[CH:2]=[CH:3][CH:4]=[CH:5][CH:6]=1)[CH2:9][C:42]([NH:41][C@@:33]([C:22]1[CH:23]=[C:24]([O:26][C:27]([F:32])([F:31])[CH:28]([F:30])[F:29])[CH:25]=[C:20]([F:19])[CH:21]=1)([C:43]1[CH:48]=[CH:47][C:46]([F:49])=[CH:45][CH:44]=1)[CH2:34][C:35]1[CH:40]=[CH:39][CH:38]=[CH:37][CH:36]=1)=[O:10])(=[O:52])[CH3:51]. The yield is 0.620. (6) The product is [NH2:1][C:2]1[NH:3][C:4](=[O:9])[C:5]2[CH:11]=[CH:10][NH:8][C:6]=2[N:7]=1. The reactants are [NH2:1][C:2]1[N:7]=[C:6]([NH2:8])[CH:5]=[C:4]([OH:9])[N:3]=1.[CH3:10][C:11]([O-])=O.[Na+].ClCC=O. The yield is 0.560. The catalyst is O.